From a dataset of Catalyst prediction with 721,799 reactions and 888 catalyst types from USPTO. Predict which catalyst facilitates the given reaction. (1) Reactant: [CH2:1]([N:8]1[N:12]=[N:11][C:10]([CH:13]([CH:19]2[CH2:23][CH2:22][CH2:21][CH2:20]2)[C:14](OCC)=[O:15])=[N:9]1)[C:2]1[CH:7]=[CH:6][CH:5]=[CH:4][CH:3]=1.[H-].C([Al+]CC(C)C)C(C)C.Cl.[NH4+].[Cl-]. Product: [CH2:1]([N:8]1[N:12]=[N:11][C:10]([CH:13]([CH:19]2[CH2:23][CH2:22][CH2:21][CH2:20]2)[CH:14]=[O:15])=[N:9]1)[C:2]1[CH:3]=[CH:4][CH:5]=[CH:6][CH:7]=1. The catalyst class is: 2. (2) Reactant: C[O:2][C:3](=[O:23])[C:4]1[C:5](=[C:10]([NH:14][C:15]2[CH:20]=[CH:19][CH:18]=[C:17]([O:21][CH3:22])[CH:16]=2)[CH:11]=[CH:12][CH:13]=1)[C:6]([O:8]C)=[O:7].[OH-].[Na+]. Product: [CH3:22][O:21][C:17]1[CH:16]=[C:15]([NH:14][C:10]2[CH:11]=[CH:12][CH:13]=[C:4]([C:3]([OH:23])=[O:2])[C:5]=2[C:6]([OH:8])=[O:7])[CH:20]=[CH:19][CH:18]=1. The catalyst class is: 8. (3) Reactant: [F:1][C:2]1[CH:26]=[CH:25][C:5]([CH2:6][N:7]2[C:19](=[O:20])[C:18]3[C:17]([OH:21])=[C:16]4[C:11]([CH:12]=[CH:13][CH:14]=[N:15]4)=[C:10]([O:22][CH3:23])[C:9]=3[CH:8]2[OH:24])=[CH:4][CH:3]=1.[CH2:27](Cl)Cl.C(O)(C(F)(F)F)=O. Product: [F:1][C:2]1[CH:3]=[CH:4][C:5]([CH2:6][N:7]2[C:19](=[O:20])[C:18]3[C:17]([OH:21])=[C:16]4[C:11]([CH:12]=[CH:13][CH:14]=[N:15]4)=[C:10]([O:22][CH3:23])[C:9]=3[CH:8]2[O:24][CH3:27])=[CH:25][CH:26]=1. The catalyst class is: 5. (4) Reactant: [Cl:1][C:2]1[CH:3]=[CH:4][C:5]([NH:12][C:13]2[CH:14]=[C:15]3[C:19](=[CH:20][CH:21]=2)[N:18]([C:22]2[CH:27]=[CH:26][CH:25]=[C:24]([C:28]([F:31])([F:30])[F:29])[CH:23]=2)[CH:17]=[CH:16]3)=[C:6]([CH:11]=1)[C:7]([O:9]C)=[O:8].[OH-].[Na+].O.Cl. Product: [Cl:1][C:2]1[CH:3]=[CH:4][C:5]([NH:12][C:13]2[CH:14]=[C:15]3[C:19](=[CH:20][CH:21]=2)[N:18]([C:22]2[CH:27]=[CH:26][CH:25]=[C:24]([C:28]([F:31])([F:29])[F:30])[CH:23]=2)[CH:17]=[CH:16]3)=[C:6]([CH:11]=1)[C:7]([OH:9])=[O:8]. The catalyst class is: 162. (5) Reactant: [N+](C1C=CC(C([O:10][C@H:11]([CH3:41])[C@H:12]([C:30]2[CH:35]=[CH:34][CH:33]=[C:32]([C:36]([F:39])([F:38])[F:37])[C:31]=2[F:40])[NH:13][C:14]([N:16]2[CH2:25][CH2:24][C:23]3[CH:22]=[N:21][C:20]([NH:26][CH:27]([CH3:29])[CH3:28])=[N:19][C:18]=3[CH2:17]2)=[O:15])=O)=CC=1)([O-])=O.C([O-])([O-])=O.[K+].[K+].O. Product: [F:40][C:31]1[C:32]([C:36]([F:37])([F:38])[F:39])=[CH:33][CH:34]=[CH:35][C:30]=1[C@H:12]([NH:13][C:14]([N:16]1[CH2:25][CH2:24][C:23]2[CH:22]=[N:21][C:20]([NH:26][CH:27]([CH3:29])[CH3:28])=[N:19][C:18]=2[CH2:17]1)=[O:15])[C@H:11]([OH:10])[CH3:41]. The catalyst class is: 5.